Dataset: Reaction yield outcomes from USPTO patents with 853,638 reactions. Task: Predict the reaction yield, written as a fraction of the theoretical maximum amount of product (1.0 means a 100% yield; for example, 0.34 means a 34% yield). (1) The product is [NH:11]=[C:9]1[C:10]2[N:1]=[CH:2][CH:3]=[CH:4][C:5]=2[CH:6]=[CH:7][N:8]1[NH2:24].[CH3:19][C:14]1[CH:15]=[C:16]([CH3:18])[CH:17]=[C:12]([CH3:25])[C:13]=1[S:20]([O-:23])(=[O:22])=[O:21]. The catalyst is C(Cl)Cl. The reactants are [N:1]1[C:10]2[C:5](=[CH:6][CH:7]=[N:8][C:9]=2[NH2:11])[CH:4]=[CH:3][CH:2]=1.[C:12]1([CH3:25])[CH:17]=[C:16]([CH3:18])[CH:15]=[C:14]([CH3:19])[C:13]=1[S:20]([O:23][NH2:24])(=[O:22])=[O:21]. The yield is 0.670. (2) The reactants are [Li]C(C)(C)C.[CH3:6][C:7]([Si:10]([CH3:20])([CH3:19])[O:11][CH2:12][CH2:13][C:14]1[O:15][CH:16]=[CH:17][CH:18]=1)([CH3:9])[CH3:8].[CH2:21]1[O:23][CH2:22]1.[NH4+].[Cl-]. The catalyst is C1COCC1. The product is [CH3:9][C:7]([Si:10]([CH3:19])([CH3:20])[O:11][CH2:12][CH2:13][C:14]1[O:15][C:16]([CH2:21][CH2:22][OH:23])=[CH:17][CH:18]=1)([CH3:6])[CH3:8]. The yield is 0.670. (3) The reactants are C[Si]([N-][Si](C)(C)C)(C)C.[Li+].[N:11]1[C:20]2[C:15](=[CH:16][C:17]([CH2:21][C:22]([O:24][CH3:25])=[O:23])=[CH:18][CH:19]=2)[CH:14]=[CH:13][CH:12]=1.[CH3:26]I. The product is [N:11]1[C:20]2[C:15](=[CH:16][C:17]([CH:21]([CH3:26])[C:22]([O:24][CH3:25])=[O:23])=[CH:18][CH:19]=2)[CH:14]=[CH:13][CH:12]=1. The yield is 0.850. The catalyst is C1COCC1. (4) The reactants are C([O:3][C:4]([C@H:6]1[C@H:11]([O:12][C:13](=[O:15])[CH3:14])[C@@H:10]([OH:16])[C@@H:9]([OH:17])[CH2:8][O:7]1)=O)C. The catalyst is CN(C=O)C. The product is [C:13]([O:12][C@@H:11]1[C@H:10]2[O:16][C:4](=[O:3])[C@@H:6]1[O:7][CH2:8][C@@H:9]2[OH:17])(=[O:15])[CH3:14]. The yield is 0.120. (5) The product is [C:22]([O:9][CH2:8][C:6]1[CH:5]=[C:4]([OH:10])[C:3]([C:11]([C:13]2[CH:18]=[CH:17][C:16]([O:19][CH2:20][CH3:21])=[CH:15][CH:14]=2)=[O:12])=[C:2]([F:1])[CH:7]=1)(=[O:24])[CH3:23]. The reactants are [F:1][C:2]1[CH:7]=[C:6]([CH2:8][OH:9])[CH:5]=[C:4]([OH:10])[C:3]=1[C:11]([C:13]1[CH:18]=[CH:17][C:16]([O:19][CH2:20][CH3:21])=[CH:15][CH:14]=1)=[O:12].[C:22](OC=C)(=[O:24])[CH3:23].CCCC[Sn](Cl)(O[Sn](Cl)(CCCC)CCCC)CCCC.C(OCC1C=C(O)C(C(C2C=CC(OC)=CC=2)=O)=C(Cl)C=1)(=O)C. The catalyst is O1CCCC1. The yield is 0.770. (6) The reactants are [C:1]([NH2:9])(=[S:8])[C:2]1[CH:7]=[CH:6][CH:5]=[N:4][CH:3]=1.[C:10]1(C)C=[CH:14][CH:13]=[CH:12][CH:11]=1.C[OH:18]. No catalyst specified. The product is [CH3:10][C:11]1[N:9]=[C:1]([C:2]2[CH:3]=[N:4][CH:5]=[CH:6][CH:7]=2)[S:8][C:12]=1[CH2:13][CH2:14][OH:18]. The yield is 0.310. (7) The reactants are FC(F)(F)C(O)=O.FC(F)(F)C(O)=O.[N+:15]([C:18]1[CH:19]=[CH:20][C:21]([O:24][C@H:25]2[CH2:29][CH2:28][NH:27][CH2:26]2)=[N:22][CH:23]=1)([O-:17])=[O:16].C1COCC1.[CH:35]([S:37]([CH3:40])(=[O:39])=[O:38])=[CH2:36].O. The catalyst is CCOC(C)=O. The product is [CH3:40][S:37]([CH2:35][CH2:36][N:27]1[CH2:28][CH2:29][C@H:25]([O:24][C:21]2[CH:20]=[CH:19][C:18]([N+:15]([O-:17])=[O:16])=[CH:23][N:22]=2)[CH2:26]1)(=[O:39])=[O:38]. The yield is 0.560. (8) The reactants are CCN(C(C)C)C(C)C.[NH2:10][CH2:11][CH:12]([C:14]1[CH:19]=[CH:18][CH:17]=[CH:16][CH:15]=1)[OH:13].[CH:20]1([CH3:32])[CH2:25][CH2:24][CH:23]([CH:26]([CH3:28])[CH3:27])[CH:22]([C:29](Cl)=[O:30])[CH2:21]1.Cl. The catalyst is C(Cl)Cl. The product is [OH:13][CH:12]([C:14]1[CH:19]=[CH:18][CH:17]=[CH:16][CH:15]=1)[CH2:11][NH:10][C:29]([CH:22]1[CH2:21][CH:20]([CH3:32])[CH2:25][CH2:24][CH:23]1[CH:26]([CH3:28])[CH3:27])=[O:30]. The yield is 0.850. (9) The reactants are [Br:1][C:2]1[C:3]([CH3:9])=[N:4][C:5](F)=[CH:6][CH:7]=1.[O-:10][CH2:11][CH3:12].[Na+]. The catalyst is CCO.O. The product is [Br:1][C:2]1[C:3]([CH3:9])=[N:4][C:5]([O:10][CH2:11][CH3:12])=[CH:6][CH:7]=1. The yield is 0.980. (10) The reactants are [CH2:1]([O:3][C:4]1[CH:13]=[CH:12][CH:11]=[C:10]2[C:5]=1[CH:6]=[C:7]([CH:14]=[O:15])[CH:8]=[N:9]2)[CH3:2].[BH4-].[Na+]. The catalyst is C1COCC1. The product is [CH2:1]([O:3][C:4]1[CH:13]=[CH:12][CH:11]=[C:10]2[C:5]=1[CH:6]=[C:7]([CH2:14][OH:15])[CH:8]=[N:9]2)[CH3:2]. The yield is 0.410.